Dataset: Full USPTO retrosynthesis dataset with 1.9M reactions from patents (1976-2016). Task: Predict the reactants needed to synthesize the given product. (1) The reactants are: [C:1]([C:5]1[C:9]2[N:10]=[C:11]([C:16]3[CH:21]=[CH:20][CH:19]=[CH:18][CH:17]=3)[CH2:12][NH:13][C:14](=O)[C:8]=2[N:7]([CH2:22][CH3:23])[N:6]=1)([CH3:4])([CH3:3])[CH3:2].COC1C=CC(P2(SP(C3C=CC(OC)=CC=3)(=S)S2)=[S:33])=CC=1. Given the product [C:1]([C:5]1[C:9]2[N:10]=[C:11]([C:16]3[CH:21]=[CH:20][CH:19]=[CH:18][CH:17]=3)[CH2:12][NH:13][C:14](=[S:33])[C:8]=2[N:7]([CH2:22][CH3:23])[N:6]=1)([CH3:4])([CH3:3])[CH3:2], predict the reactants needed to synthesize it. (2) Given the product [NH2:18][C:17]1[CH:16]=[CH:15][C:4]([O:5][C:6]2[CH:11]=[CH:10][N:9]=[C:8]([C:12]#[N:14])[CH:7]=2)=[CH:3][CH:2]=1, predict the reactants needed to synthesize it. The reactants are: N[C:2]1[CH:3]=[C:4]([CH:15]=[CH:16][CH:17]=1)[O:5][C:6]1[CH:11]=[CH:10][N:9]=[C:8]([C:12]([NH2:14])=O)[CH:7]=1.[NH2:18]C1C=CC(O)=CC=1.ClC1C=CN=C(C#N)C=1. (3) Given the product [C:1]([C:5]1[CH:6]=[CH:7][C:8]([S:11]([N:14]2[C:20]3[CH:21]=[C:22]([C:25]4[N:35]=[N:36][NH:37][N:26]=4)[CH:23]=[CH:24][C:19]=3[NH:18][C:17]3[N:27]=[C:28]([C:31]([F:33])([F:34])[F:32])[CH:29]=[CH:30][C:16]=3[CH2:15]2)(=[O:12])=[O:13])=[CH:9][CH:10]=1)([CH3:4])([CH3:2])[CH3:3], predict the reactants needed to synthesize it. The reactants are: [C:1]([C:5]1[CH:10]=[CH:9][C:8]([S:11]([N:14]2[C:20]3[CH:21]=[C:22]([C:25]#[N:26])[CH:23]=[CH:24][C:19]=3[NH:18][C:17]3[N:27]=[C:28]([C:31]([F:34])([F:33])[F:32])[CH:29]=[CH:30][C:16]=3[CH2:15]2)(=[O:13])=[O:12])=[CH:7][CH:6]=1)([CH3:4])([CH3:3])[CH3:2].[N-:35]=[N+:36]=[N-:37].[Na+].[Cl-].[NH4+]. (4) Given the product [C:26]1([CH3:37])[CH:27]=[CH:28][C:29]([S:32]([O-:35])(=[O:33])=[O:34])=[CH:30][CH:31]=1.[C:15]([C:12]1[CH:13]=[CH:14][C:9]([O:8][CH2:7][CH2:6][CH2:5][N+:4]([CH2:23][CH2:24][OH:25])([CH2:3][CH2:2][OH:1])[CH3:26])=[CH:10][CH:11]=1)(=[O:16])[C:17]1[CH:22]=[CH:21][CH:20]=[CH:19][CH:18]=1, predict the reactants needed to synthesize it. The reactants are: [OH:1][CH2:2][CH2:3][N:4]([CH2:23][CH2:24][OH:25])[CH2:5][CH2:6][CH2:7][O:8][C:9]1[CH:14]=[CH:13][C:12]([C:15]([C:17]2[CH:22]=[CH:21][CH:20]=[CH:19][CH:18]=2)=[O:16])=[CH:11][CH:10]=1.[C:26]1([CH3:37])[CH:31]=[CH:30][C:29]([S:32]([O:35]C)(=[O:34])=[O:33])=[CH:28][CH:27]=1. (5) Given the product [CH2:12]([O:11][C:9](=[O:10])[CH2:8][N:2]1[CH:6]=[CH:5][N:4]=[CH:3]1)[CH3:13], predict the reactants needed to synthesize it. The reactants are: [Na].[NH:2]1[CH:6]=[CH:5][N:4]=[CH:3]1.Br[CH2:8][C:9]([O:11][CH2:12][CH3:13])=[O:10]. (6) The reactants are: [Cl:1][C:2]1[N:7]=[C:6]([NH:8][C:9]2[CH:14]=[CH:13][C:12]([O:15][CH3:16])=[CH:11][C:10]=2[NH:17][S:18]([CH3:21])(=[O:20])=[O:19])[C:5]([Cl:22])=[CH:4][N:3]=1.[CH3:23][O:24][C:25]1[CH:31]=[C:30]([CH3:32])[CH:29]=[CH:28][C:26]=1[NH2:27]. Given the product [ClH:1].[Cl:22][C:5]1[C:6]([NH:8][C:9]2[CH:14]=[CH:13][C:12]([O:15][CH3:16])=[CH:11][C:10]=2[NH:17][S:18]([CH3:21])(=[O:20])=[O:19])=[N:7][C:2]([NH:27][C:26]2[CH:28]=[CH:29][C:30]([CH3:32])=[CH:31][C:25]=2[O:24][CH3:23])=[N:3][CH:4]=1, predict the reactants needed to synthesize it. (7) Given the product [C:23]1([CH2:22][O:29][C:30]([NH:1][CH2:2][C@@H:3]2[CH2:7][CH2:6][N:5]([C:8]([O:10][C:11]([CH3:14])([CH3:13])[CH3:12])=[O:9])[CH2:4]2)=[O:31])[CH:28]=[CH:27][CH:26]=[CH:25][CH:24]=1, predict the reactants needed to synthesize it. The reactants are: [NH2:1][CH2:2][C@@H:3]1[CH2:7][CH2:6][N:5]([C:8]([O:10][C:11]([CH3:14])([CH3:13])[CH3:12])=[O:9])[CH2:4]1.C(N(CC)CC)C.[CH2:22]([O:29][C:30](ON1C(=O)CCC1=O)=[O:31])[C:23]1[CH:28]=[CH:27][CH:26]=[CH:25][CH:24]=1. (8) Given the product [CH3:1][C:2]1([CH:7]([CH2:11][CH3:12])[C:8]([NH:32][CH2:31][CH2:30][C:26]2[S:25][CH:29]=[CH:28][CH:27]=2)=[O:10])[O:3][CH2:4][CH2:5][O:6]1, predict the reactants needed to synthesize it. The reactants are: [CH3:1][C:2]1([CH:7]([CH2:11][CH3:12])[C:8]([OH:10])=O)[O:6][CH2:5][CH2:4][O:3]1.C(Cl)(=O)C(Cl)=O.N1C=CC=CC=1.[S:25]1[CH:29]=[CH:28][CH:27]=[C:26]1[CH2:30][CH2:31][NH2:32]. (9) Given the product [CH2:1]([O:3][C:4]([C:6]1[C:10]2[CH:11]=[CH:12][C:13]([O:15][C:16]3[CH:21]=[CH:20][N:19]=[C:18]([NH:77][C:76]([O:75][C:71]([CH3:74])([CH3:73])[CH3:72])=[O:78])[N:17]=3)=[CH:14][C:9]=2[O:8][N:7]=1)=[O:5])[CH3:2], predict the reactants needed to synthesize it. The reactants are: [CH2:1]([O:3][C:4]([C:6]1[C:10]2[CH:11]=[CH:12][C:13]([O:15][C:16]3[CH:21]=[CH:20][N:19]=[C:18](Cl)[N:17]=3)=[CH:14][C:9]=2[O:8][N:7]=1)=[O:5])[CH3:2].C([O-])([O-])=O.[Cs+].[Cs+].C1(P(C2C=CC=CC=2)C2C3OC4C(=CC=CC=4P(C4C=CC=CC=4)C4C=CC=CC=4)C(C)(C)C=3C=CC=2)C=CC=CC=1.[C:71]([O:75][C:76](=[O:78])[NH2:77])([CH3:74])([CH3:73])[CH3:72]. (10) Given the product [ClH:1].[CH3:24][O:23][C:4]1[CH:5]=[C:6]2[CH:10]=[CH:9][N:8]([C@@H:11]([C:17]3[CH:22]=[CH:21][CH:20]=[CH:19][CH:18]=3)[C@H:12]([OH:16])[CH2:13][NH:14][CH3:15])[C:7]2=[CH:2][N:3]=1, predict the reactants needed to synthesize it. The reactants are: [Cl:1][C:2]1[N:3]=[C:4]([O:23][CH3:24])[CH:5]=[C:6]2[CH:10]=[CH:9][N:8]([C@@H:11]([C:17]3[CH:22]=[CH:21][CH:20]=[CH:19][CH:18]=3)[C@H:12]([OH:16])[CH2:13][NH:14][CH3:15])[C:7]=12.[H][H].